This data is from Reaction yield outcomes from USPTO patents with 853,638 reactions. The task is: Predict the reaction yield, written as a fraction of the theoretical maximum amount of product (1.0 means a 100% yield; for example, 0.34 means a 34% yield). The reactants are C(OC([NH:8][CH2:9][C@@:10]1([CH2:19][C:20]([O:22]C(C)(C)C)=[O:21])[CH2:16][C@H:15]2[C@@H:11]1[C:12]([CH3:18])=[C:13]([CH3:17])[CH2:14]2)=O)(C)(C)C.O.[C:28]1([CH3:38])[CH:33]=[CH:32][C:31]([S:34]([OH:37])(=[O:36])=[O:35])=[CH:30][CH:29]=1. The catalyst is C1(C)C=CC=CC=1.C1(SC)C=CC=CC=1. The product is [C:28]1([CH3:38])[CH:29]=[CH:30][C:31]([S:34]([OH:37])(=[O:35])=[O:36])=[CH:32][CH:33]=1.[NH2:8][CH2:9][C@@:10]1([CH2:19][C:20]([OH:22])=[O:21])[CH2:16][C@H:15]2[C@@H:11]1[C:12]([CH3:18])=[C:13]([CH3:17])[CH2:14]2. The yield is 0.550.